Dataset: Forward reaction prediction with 1.9M reactions from USPTO patents (1976-2016). Task: Predict the product of the given reaction. Given the reactants [CH2:1]([O:5][C:6]1[N:14]=[C:13]2[C:9]([NH:10][C:11](=[O:41])[N:12]2[CH2:15][CH:16]2[CH2:21][CH2:20][N:19]([CH2:22][CH2:23][CH2:24][N:25]([CH2:27][CH2:28][O:29][C:30]3[CH:35]=[CH:34][CH:33]=[C:32]([CH2:36][C:37]([O:39]C)=[O:38])[CH:31]=3)[CH3:26])[CH2:18][CH2:17]2)=[C:8]([NH2:42])[N:7]=1)[CH2:2][CH2:3][CH3:4].[OH-].[Na+].Cl, predict the reaction product. The product is: [CH2:1]([O:5][C:6]1[N:14]=[C:13]2[C:9]([NH:10][C:11](=[O:41])[N:12]2[CH2:15][CH:16]2[CH2:21][CH2:20][N:19]([CH2:22][CH2:23][CH2:24][N:25]([CH2:27][CH2:28][O:29][C:30]3[CH:35]=[CH:34][CH:33]=[C:32]([CH2:36][C:37]([OH:39])=[O:38])[CH:31]=3)[CH3:26])[CH2:18][CH2:17]2)=[C:8]([NH2:42])[N:7]=1)[CH2:2][CH2:3][CH3:4].